Dataset: Catalyst prediction with 721,799 reactions and 888 catalyst types from USPTO. Task: Predict which catalyst facilitates the given reaction. (1) Reactant: [CH2:1]([O:8][C:9]1[CH:14]=[CH:13][CH:12]=[CH:11][C:10]=1[C:15]1[O:16][C@@H:17]([CH3:24])[C@@H:18]([C:20]([O:22]C)=[O:21])[N:19]=1)[C:2]1[CH:7]=[CH:6][CH:5]=[CH:4][CH:3]=1.[OH-].[Na+]. Product: [CH2:15]([NH3+:19])[CH3:10].[CH2:1]([O:8][C:9]1[CH:14]=[CH:13][CH:12]=[CH:11][C:10]=1[C:15]1[O:16][C@@H:17]([CH3:24])[C@H:18]([C:20]([O-:22])=[O:21])[N:19]=1)[C:2]1[CH:3]=[CH:4][CH:5]=[CH:6][CH:7]=1.[CH2:15]([NH3+:19])[CH3:10]. The catalyst class is: 5. (2) Reactant: [H-].[Al+3].[Li+].[H-].[H-].[H-].[NH:7]1[C:11]([C:12]2[CH:13]=[C:14]([CH:19]=[CH:20][CH:21]=2)[C:15](OC)=[O:16])=[N:10][N:9]=[N:8]1.Cl.[H][H]. Product: [NH:10]1[C:11]([C:12]2[CH:13]=[C:14]([CH2:15][OH:16])[CH:19]=[CH:20][CH:21]=2)=[N:7][N:8]=[N:9]1. The catalyst class is: 1. (3) Reactant: C[O:2][C:3](=[O:19])[CH:4]([C:9]1[C:14]([N+:15]([O-:17])=[O:16])=[CH:13][CH:12]=[CH:11][C:10]=1[F:18])C(OC)=O. Product: [F:18][C:10]1[CH:11]=[CH:12][CH:13]=[C:14]([N+:15]([O-:17])=[O:16])[C:9]=1[CH2:4][C:3]([OH:19])=[O:2]. The catalyst class is: 33. (4) Reactant: [CH3:1][O:2][C:3]1[CH:4]=[C:5]([CH2:9][CH:10]([NH2:12])[CH3:11])[CH:6]=[CH:7][CH:8]=1.N1C=CC=CC=1.[F:19][C:20]([F:31])([F:30])[C:21](O[C:21](=[O:22])[C:20]([F:31])([F:30])[F:19])=[O:22]. Product: [F:19][C:20]([F:31])([F:30])[C:21]([NH:12][CH:10]([CH3:11])[CH2:9][C:5]1[CH:6]=[CH:7][CH:8]=[C:3]([O:2][CH3:1])[CH:4]=1)=[O:22]. The catalyst class is: 317. (5) The catalyst class is: 1. Product: [CH2:13]([O:15][C:16]([CH:18]1[CH2:23][CH2:22][N:21]([C:5]([NH:34][NH2:35])=[O:11])[CH2:20][CH2:19]1)=[O:17])[CH3:14]. Reactant: ClC(Cl)(O[C:5](=[O:11])OC(Cl)(Cl)Cl)Cl.[CH2:13]([O:15][C:16]([CH:18]1[CH2:23][CH2:22][NH:21][CH2:20][CH2:19]1)=[O:17])[CH3:14].C(N(CC)C(C)C)(C)C.O.[NH2:34][NH2:35]. (6) Reactant: CC1C=CC(S(O[CH2:12][C@@H:13]2[O:18][C:17]3[CH:19]=[C:20]([S:24]([CH3:27])(=[O:26])=[O:25])[CH:21]=[C:22]([Cl:23])[C:16]=3[O:15][CH2:14]2)(=O)=O)=CC=1.[CH2:28]([NH2:31])[CH2:29][CH3:30]. Product: [Cl:23][C:22]1[C:16]2[O:15][CH2:14][C@H:13]([CH2:12][NH:31][CH2:28][CH2:29][CH3:30])[O:18][C:17]=2[CH:19]=[C:20]([S:24]([CH3:27])(=[O:25])=[O:26])[CH:21]=1. The catalyst class is: 10. (7) Reactant: [Br:1][C:2]1[CH:7]=[CH:6][C:5]([NH:8][C:9]2[CH:14]=[CH:13][CH:12]=[CH:11][C:10]=2[N+:15]([O-])=O)=[C:4]([CH3:18])[CH:3]=1.[Sn]. Product: [Br:1][C:2]1[CH:7]=[CH:6][C:5]([NH:8][C:9]2[C:10]([NH2:15])=[CH:11][CH:12]=[CH:13][CH:14]=2)=[C:4]([CH3:18])[CH:3]=1. The catalyst class is: 8.